From a dataset of Full USPTO retrosynthesis dataset with 1.9M reactions from patents (1976-2016). Predict the reactants needed to synthesize the given product. (1) Given the product [CH2:36]([O:35][C:32]1[CH:33]=[CH:34][C:29]([N:24]2[CH2:25][CH2:26][N:21]([C:11]3[C:10]([CH3:27])=[C:9]([O:8][CH3:7])[C:17]4[O:16][C:15]([CH3:19])([CH3:18])[CH2:14][C:13]=4[C:12]=3[CH3:20])[CH2:22][CH2:23]2)=[CH:30][CH:31]=1)[CH3:37], predict the reactants needed to synthesize it. The reactants are: CC(C)([O-])C.[Na+].[CH3:7][O:8][C:9]1[C:17]2[O:16][C:15]([CH3:19])([CH3:18])[CH2:14][C:13]=2[C:12]([CH3:20])=[C:11]([N:21]2[CH2:26][CH2:25][NH:24][CH2:23][CH2:22]2)[C:10]=1[CH3:27].Br[C:29]1[CH:34]=[CH:33][C:32]([O:35][CH2:36][CH3:37])=[CH:31][CH:30]=1.C1C=CC(P(C2C(C3C(P(C4C=CC=CC=4)C4C=CC=CC=4)=CC=C4C=3C=CC=C4)=C3C(C=CC=C3)=CC=2)C2C=CC=CC=2)=CC=1. (2) Given the product [F:15][C:16]1([F:20])[CH2:19][N:18]([S:10]([C:6]2[CH:7]=[CH:8][CH:9]=[C:4]([N+:1]([O-:3])=[O:2])[CH:5]=2)(=[O:12])=[O:11])[CH2:17]1, predict the reactants needed to synthesize it. The reactants are: [N+:1]([C:4]1[CH:5]=[C:6]([S:10](Cl)(=[O:12])=[O:11])[CH:7]=[CH:8][CH:9]=1)([O-:3])=[O:2].Cl.[F:15][C:16]1([F:20])[CH2:19][NH:18][CH2:17]1.C(N(CC)CC)C.